Dataset: Experimentally validated miRNA-target interactions with 360,000+ pairs, plus equal number of negative samples. Task: Binary Classification. Given a miRNA mature sequence and a target amino acid sequence, predict their likelihood of interaction. (1) The miRNA is hsa-miR-4684-3p with sequence UGUUGCAAGUCGGUGGAGACGU. The protein sequence of the target gene is MPGGRRGPSRQQLSRSALPSLQTLVGGGCGNGTGLRNRNGSAIGLPVPPITALITPGPVRHCQIPDLPVDGSLLFEFLFFIYLLVALFIQYINIYKTVWWYPYNHPASCTSLNFHLIDYHLAAFITVMLARRLVWALISEATKAGAASMIHYMVLISARLVLLTLCGWVLCWTLVNLFRSHSVLNLLFLGYPFGVYVPLCCFHQDSRAHLLLTDYNYVVQHEAVEESASTVGGLAKSKDFLSLLLESLKEQFNNATPIPTHSCPLSPDLIRNEVECLKADFNHRIKEVLFNSLFSAYYVA.... Result: 0 (no interaction). (2) The miRNA is hsa-miR-4753-3p with sequence UUCUCUUUCUUUAGCCUUGUGU. The protein sequence of the target gene is MESSAKMESGGAGQQPQPQPQQPFLPPAACFFATAAAAAAAAAAAAAQSAQQQQQQQQQQQQAPQLRPAADGQPSGGGHKSAPKQVKRQRSSSPELMRCKRRLNFSGFGYSLPQQQPAAVARRNERERNRVKLVNLGFATLREHVPNGAANKKMSKVETLRSAVEYIRALQQLLDEHDAVSAAFQAGVLSPTISPNYSNDLNSMAGSPVSSYSSDEGSYDPLSPEEQELLDFTNWF. Result: 1 (interaction). (3) The miRNA is hsa-miR-301a-3p with sequence CAGUGCAAUAGUAUUGUCAAAGC. The protein sequence of the target gene is MAGPERWGPLLLCLLQAAPGRPRLAPPQNVTLLSQNFSVYLTWLPGLGNPQDVTYFVAYQSSPTRRRWREVEECAGTKELLCSMMCLKKQDLYNKFKGRVRTVSPSSKSPWVESEYLDYLFEVEPAPPVLVLTQTEEILSANATYQLPPCMPPLDLKYEVAFWKEGAGNKTLFPVTPHGQPVQITLQPAASEHHCLSARTIYTFSVPKYSKFSKPTCFLLEVPEANWAFLVLPSLLILLLVIAAGGVIWKTLMGNPWFQRAKMPRALDFSGHTHPVATFQPSRPESVNDLFLCPQKELTR.... Result: 1 (interaction). (4) The protein sequence of the target gene is MAGLSRGSARALLAALLASTLLALLVSPARGRGGRDHGDWDEASRLPPLPPREDAARVARFVTHVSDWGALATISTLEAVRGRPFADVLSLSDGPPGAGSGVPYFYLSPLQLSVSNLQENPYATLTMTLAQTNFCKKHGFDPQSPLCVHIMLSGTVTKVNETEMDIAKHSLFIRHPEMKTWPSSHNWFFAKLNITNIWVLDYFGGPKIVTPEEYYNVTVQ. Result: 0 (no interaction). The miRNA is xtr-miR-9-5p with sequence UCUUUGGUUAUCUAGCUGUAUG. (5) The miRNA is mmu-miR-146a-5p with sequence UGAGAACUGAAUUCCAUGGGUU. The protein sequence of the target gene is MAGGPGPGEPVVPGAQHFLYEVPPWVMCRFYKVMDALEPADWCQFAALIVRDQTELRLCERSEQRTASVLWPWINRNARVADLVHILTHLQLLRARDIITAWHPPAPVVPPSTAAPRPSSISAGSEAGDWSPRKLQSSASTFLSPAFPGSQTHSESELLQVPLPVSLGPPLPSSAPSSTKSSPESPVSGLQRAHPSPFCWPFCEISQGTCNFSEELRIGEGGFGCVYRAVMRNTTYAVKRLKEEADLEWTMVKQSFLTEVEQLSRFRHPNIVDFAGYCAESGLYCLVYGFLPNGSLEDQL.... Result: 1 (interaction). (6) The miRNA is hsa-miR-6838-5p with sequence AAGCAGCAGUGGCAAGACUCCU. The protein sequence of the target gene is MSTSTSCPIPGGRDQLPDCYSTTPGGTLYATTPGGTRIIYDRKFLLECKNSPIARTPPCCLPQIPGVTTPPTAPLSKLEELKEQETEEEIPDDAQFEMDI. Result: 1 (interaction). (7) The miRNA is hsa-miR-1273c with sequence GGCGACAAAACGAGACCCUGUC. The protein sequence of the target gene is MFSEQAAQRAHTLLSPPSANNATFARVPVATYTNSSQPFRLGERSFSRQYAHIYATRLIQMRPFLENRAQQHWGSGVGVKKLCELQPEEKCCVVGTLFKAMPLQPSILREVSEEHNLLPQPPRSKYIHPDDELVLEDELQRIKLKGTIDVSKLVTGTVLAVFGSVRDDGKFLVEDYCFADLAPQKPAPPLDTDRFVLLVSGLGLGGGGGESLLGTQLLVDVVTGQLGDEGEQCSAAHVSRVILAGNLLSHSTQSRDSINKAKYLTKKTQAASVEAVKMLDEILLQLSASVPVDVMPGEFD.... Result: 0 (no interaction). (8) The miRNA is hsa-miR-4251 with sequence CCUGAGAAAAGGGCCAA. The protein sequence of the target gene is MLPCASCLPGSLLLWALLLLLLGSASPQDSEEPDSYTECTDGYEWDPDSQHCRDVNECLTIPEACKGEMKCINHYGGYLCLPRSAAVINDLHGEGPPPPVPPAQHPNPCPPGYEPDDQDSCVDVDECAQALHDCRPSQDCHNLPGSYQCTCPDGYRKIGPECVDIDECRYRYCQHRCVNLPGSFRCQCEPGFQLGPNNRSCVDVNECDMGAPCEQRCFNSYGTFLCRCHQGYELHRDGFSCSDIDECSYSSYLCQYRCINEPGRFSCHCPQGYQLLATRLCQDIDECESGAHQCSEAQTC.... Result: 0 (no interaction). (9) The miRNA is mmu-miR-181a-5p with sequence AACAUUCAACGCUGUCGGUGAGU. The protein sequence of the target gene is MEQLKAFDNEVNAFLDNMFGPRDSRVRGWFLLDSYLPTFILTITYLLSIWLGNKYMKNRPALSLRGILTLYNLAITLLSAYMLVELILSSWEGGYNLQCQNLDSAGEGDVRVAKVLWWYYFSKLVEFLDTIFFVLRKKTNQITFLHVYHHASMFNIWWCVLNWIPCGQSFFGPTLNSFIHILMYSYYGLSVFPSMHKYLWWKKYLTQAQLVQFVLTITHTLSAVVKPCGFPFGCLIFQSSYMMTLVILFLNFYIQTYRKKPVKKELQEKEVKNGFPKAHLIVANGMTDKKAQ. Result: 1 (interaction).